Dataset: Forward reaction prediction with 1.9M reactions from USPTO patents (1976-2016). Task: Predict the product of the given reaction. (1) Given the reactants O.C(=O)([O-])[O-].[Na+].[Na+].Br[C:9]1[N:14]=[C:13]([CH:15]=[O:16])[CH:12]=[CH:11][CH:10]=1.[C:17]1([N:23]([CH2:31][C:32]2[CH:37]=[CH:36][CH:35]=[CH:34][C:33]=2B2OC(C)(C)C(C)(C)O2)[C:24](=[O:30])[O:25][C:26]([CH3:29])([CH3:28])[CH3:27])[CH:22]=[CH:21][CH:20]=[CH:19][CH:18]=1, predict the reaction product. The product is: [CH:15]([C:13]1[N:14]=[C:9]([C:33]2[CH:34]=[CH:35][CH:36]=[CH:37][C:32]=2[CH2:31][N:23]([C:17]2[CH:22]=[CH:21][CH:20]=[CH:19][CH:18]=2)[C:24](=[O:30])[O:25][C:26]([CH3:29])([CH3:28])[CH3:27])[CH:10]=[CH:11][CH:12]=1)=[O:16]. (2) The product is: [C:1]([OH:8])(=[O:7])[CH2:2][CH2:3][C:4]([OH:6])=[O:5].[Cl:9][C:10]1[CH:20]=[CH:19][C:13]2[CH2:14][CH2:15][NH:16][CH2:17][CH2:18][C:12]=2[C:11]=1[CH2:21][S:22][C:23]1[CH:24]=[CH:25][C:26]([C:29]2[N:30]=[C:31]([NH:34][CH2:35][CH:36]3[CH2:38][CH2:37]3)[S:32][CH:33]=2)=[CH:27][CH:28]=1. Given the reactants [C:1]([OH:8])(=[O:7])[CH2:2][CH2:3][C:4]([OH:6])=[O:5].[Cl:9][C:10]1[CH:20]=[CH:19][C:13]2[CH2:14][CH2:15][NH:16][CH2:17][CH2:18][C:12]=2[C:11]=1[CH2:21][S:22][C:23]1[CH:28]=[CH:27][C:26]([C:29]2[N:30]=[C:31]([NH:34][CH2:35][CH:36]3[CH2:38][CH2:37]3)[S:32][CH:33]=2)=[CH:25][CH:24]=1, predict the reaction product. (3) Given the reactants C[O:2][C:3](=[O:29])[C:4]1[C:9]([NH:10][C:11]2[C:20]3[C:15](=[N:16][CH:17]=[CH:18][N:19]=3)[N:14]=[C:13]([C:21]3[CH:26]=[C:25]([Br:27])[CH:24]=[CH:23][C:22]=3[F:28])[N:12]=2)=[CH:8][CH:7]=[N:6][CH:5]=1.[OH-].[Na+], predict the reaction product. The product is: [Br:27][C:25]1[CH:24]=[CH:23][C:22]([F:28])=[C:21]([C:13]2[N:12]=[C:11]([NH:10][C:9]3[C:4]([C:3]([OH:29])=[O:2])=[CH:5][N:6]=[CH:7][CH:8]=3)[C:20]3[C:15](=[N:16][CH:17]=[CH:18][N:19]=3)[N:14]=2)[CH:26]=1. (4) Given the reactants [Cl:1][C:2]1[CH:3]=[C:4]([CH2:9][C:10]([OH:12])=O)[CH:5]=[CH:6][C:7]=1[F:8].[CH3:13]N1C=CN=C1, predict the reaction product. The product is: [Cl:1][C:2]1[CH:3]=[C:4]([CH2:9][C:10](=[O:12])[CH3:13])[CH:5]=[CH:6][C:7]=1[F:8]. (5) Given the reactants N1CCC([N:7]2[CH:11]=[C:10]([C:12]3[CH:17]=[N:16][N:15]4[C:18]([C:21]5[CH:22]=[C:23]([NH:27][C:28]([NH:30][CH2:31][C:32]([F:35])([F:34])[F:33])=[O:29])[CH:24]=[CH:25][CH:26]=5)=[CH:19][N:20]=[C:14]4[CH:13]=3)[CH:9]=[N:8]2)CC1.C1(CC(Cl)=O)CCCC1, predict the reaction product. The product is: [NH:7]1[CH:11]=[C:10]([C:12]2[CH:17]=[N:16][N:15]3[C:18]([C:21]4[CH:22]=[C:23]([NH:27][C:28]([NH:30][CH2:31][C:32]([F:33])([F:35])[F:34])=[O:29])[CH:24]=[CH:25][CH:26]=4)=[CH:19][N:20]=[C:14]3[CH:13]=2)[CH:9]=[N:8]1. (6) Given the reactants C(OC([N:8]([CH2:21][CH2:22][C:23]#[C:24][C:25]1[CH:30]=[C:29]([Cl:31])[CH:28]=[CH:27][C:26]=1[NH:32][CH:33]([C:40]1[CH:45]=[CH:44][CH:43]=[CH:42][CH:41]=1)[C:34]1[CH:39]=[CH:38][CH:37]=[CH:36][CH:35]=1)[S:9]([CH2:12][C:13]1[CH:18]=[CH:17][C:16]([Cl:19])=[C:15]([Cl:20])[CH:14]=1)(=[O:11])=[O:10])=O)(C)(C)C, predict the reaction product. The product is: [CH:33]([N:32]1[C:26]2[C:25](=[CH:30][C:29]([Cl:31])=[CH:28][CH:27]=2)[CH:24]=[C:23]1[CH2:22][CH2:21][NH:8][S:9]([CH2:12][C:13]1[CH:18]=[CH:17][C:16]([Cl:19])=[C:15]([Cl:20])[CH:14]=1)(=[O:11])=[O:10])([C:34]1[CH:35]=[CH:36][CH:37]=[CH:38][CH:39]=1)[C:40]1[CH:45]=[CH:44][CH:43]=[CH:42][CH:41]=1. (7) Given the reactants [NH:1]1[CH:5]=[C:4]([C:6]([OH:8])=O)[N:3]=[N:2]1.CCN(C(C)C)C(C)C.CN(C(ON1N=NC2C=CC=NC1=2)=[N+](C)C)C.F[P-](F)(F)(F)(F)F.[CH3:42][N:43]([CH3:70])[C:44]([CH2:46][O:47][C:48](=[O:69])[C@@:49]([CH2:67][OH:68])([CH3:66])[CH2:50][C@H:51]([NH2:65])[CH2:52][C:53]1[CH:58]=[CH:57][C:56]([C:59]2[CH:64]=[CH:63][CH:62]=[CH:61][CH:60]=2)=[CH:55][CH:54]=1)=[O:45], predict the reaction product. The product is: [CH3:70][N:43]([CH3:42])[C:44]([CH2:46][O:47][C:48](=[O:69])[C@@:49]([CH2:67][OH:68])([CH3:66])[CH2:50][C@H:51]([NH:65][C:6]([C:4]1[NH:3][N:2]=[N:1][CH:5]=1)=[O:8])[CH2:52][C:53]1[CH:54]=[CH:55][C:56]([C:59]2[CH:64]=[CH:63][CH:62]=[CH:61][CH:60]=2)=[CH:57][CH:58]=1)=[O:45]. (8) Given the reactants [CH2:1]([N:8]=[C:9]=[S:10])[C:2]1[CH:7]=[CH:6][CH:5]=[CH:4][CH:3]=1.Cl.[O-:12][Mn](=O)(=O)=O.[K+].[CH2:18]([N:20]=[C:21]=[O:22])[CH3:19], predict the reaction product. The product is: [CH2:1]([N:8]1[C:9](=[O:12])[S:10][N:20]([CH2:18][CH3:19])[C:21]1=[O:22])[C:2]1[CH:7]=[CH:6][CH:5]=[CH:4][CH:3]=1.